Dataset: CYP2C19 inhibition data for predicting drug metabolism from PubChem BioAssay. Task: Regression/Classification. Given a drug SMILES string, predict its absorption, distribution, metabolism, or excretion properties. Task type varies by dataset: regression for continuous measurements (e.g., permeability, clearance, half-life) or binary classification for categorical outcomes (e.g., BBB penetration, CYP inhibition). Dataset: cyp2c19_veith. (1) The molecule is NNC(=O)c1cc2c(s1)CCCCCC2. The result is 1 (inhibitor). (2) The molecule is CNC(=S)N1CCN(c2ccccc2OC)CC1. The result is 1 (inhibitor). (3) The result is 0 (non-inhibitor). The molecule is NC[C@@H]1O[C@H](C23CC4CC(CC(C4)C2)C3)Cc2c1ccc(O)c2O.